From a dataset of KCNQ2 potassium channel screen with 302,405 compounds. Binary Classification. Given a drug SMILES string, predict its activity (active/inactive) in a high-throughput screening assay against a specified biological target. (1) The molecule is Clc1c(OCC(=O)Nc2c(F)cccc2)ccc(Cl)c1. The result is 0 (inactive). (2) The compound is Fc1c(OCc2onc(C(=O)NCC(c3ccccc3)C)c2)c(F)ccc1. The result is 0 (inactive). (3) The compound is o1c(C(=O)Nc2ccc(N3CCN(CC3)Cc3ccccc3)cc2)ccc1. The result is 0 (inactive). (4) The drug is O=C1N(C(=O)C2C1C1(N(C2\C=C\c2ccccc2)C(=O)CN(C1=O)CCO)C)c1ccccc1. The result is 0 (inactive). (5) The compound is O=C(NC1CCN(CC1)C(=O)Nc1ccc(OCC)cc1)C(NC(=O)C)Cc1cc(OC)c(OC)cc1. The result is 0 (inactive). (6) The molecule is S(=O)(=O)(c1ccc(C(=O)NC2CCCCC2)cc1)c1ccccc1. The result is 0 (inactive). (7) The compound is O(c1ccc(CCNC(=O)c2c(=O)n3c(nc2)cccc3)cc1)C. The result is 0 (inactive). (8) The molecule is Fc1ccc(C(N(C2CCCCC2)C(=O)CCC(=O)Nc2ncccc2)C(=O)NC(C)C)cc1. The result is 0 (inactive). (9) The molecule is O=C(N(c1nc(NC(C)C)nc(NC(C)C)n1)C)N. The result is 0 (inactive).